Dataset: Forward reaction prediction with 1.9M reactions from USPTO patents (1976-2016). Task: Predict the product of the given reaction. (1) The product is: [N+:12]([O:11][CH2:10][CH2:9][CH2:8][CH2:7][OH:6])([O-:14])=[O:13]. Given the reactants C([O:6][CH2:7][CH2:8][CH2:9][CH2:10][O:11][N+:12]([O-:14])=[O:13])(=O)CCC.CO.[OH-].[Na+].S(=O)(=O)(O)O, predict the reaction product. (2) Given the reactants [CH2:1]([O:3][C:4]([N:6]1[C:15]2[C:10](=[N:11][C:12]([O:16][CH3:17])=[CH:13][CH:14]=2)[C@@H:9]([NH:18][C:19]2[N:24]=[C:23]([CH2:25][C:26]3[CH:31]=[C:30]([C:32]([F:35])([F:34])[F:33])[CH:29]=[C:28]([C:36]([F:39])([F:38])[F:37])[CH:27]=3)[C:22]([CH2:40]O)=[CH:21][N:20]=2)[CH2:8][C@H:7]1[CH2:42][CH3:43])=[O:5])[CH3:2].C1(P(C2C=CC=CC=2)C2C=CC=CC=2)C=CC=CC=1.C(Br)(Br)(Br)[Br:64].C(=O)([O-])O.[Na+], predict the reaction product. The product is: [CH2:1]([O:3][C:4]([N:6]1[C:15]2[C:10](=[N:11][C:12]([O:16][CH3:17])=[CH:13][CH:14]=2)[C@@H:9]([NH:18][C:19]2[N:24]=[C:23]([CH2:25][C:26]3[CH:31]=[C:30]([C:32]([F:35])([F:34])[F:33])[CH:29]=[C:28]([C:36]([F:39])([F:38])[F:37])[CH:27]=3)[C:22]([CH2:40][Br:64])=[CH:21][N:20]=2)[CH2:8][C@H:7]1[CH2:42][CH3:43])=[O:5])[CH3:2]. (3) The product is: [NH2:26][CH2:25][CH2:24][CH2:23][CH2:22][N:19]1[CH2:20][CH2:21][N:16]([C:7]2[C:8]3[O:13][CH2:12][C:11](=[O:14])[NH:10][C:9]=3[CH:15]=[C:5]([Cl:4])[CH:6]=2)[CH2:17][CH2:18]1. Given the reactants O.NN.[Cl:4][C:5]1[CH:6]=[C:7]([N:16]2[CH2:21][CH2:20][N:19]([CH2:22][CH2:23][CH2:24][CH2:25][N:26]3C(=O)C4C(=CC=CC=4)C3=O)[CH2:18][CH2:17]2)[C:8]2[O:13][CH2:12][C:11](=[O:14])[NH:10][C:9]=2[CH:15]=1, predict the reaction product. (4) The product is: [C:1]1([C:7]#[C:8][CH:21]2[C:22]3[CH:23]=[CH:24][C:25]([OH:31])=[CH:26][C:27]=3[O:28][C:29]3[C:20]2=[CH:19][CH:18]=[C:17]([OH:16])[CH:30]=3)[CH:6]=[CH:5][CH:4]=[CH:3][CH:2]=1. Given the reactants [C:1]1([C:7]#[CH:8])[CH:6]=[CH:5][CH:4]=[CH:3][CH:2]=1.C([Li])CCC.C[Si](C)(C(C)(C)C)[O:16][C:17]1[CH:18]=[CH:19][C:20]2[C:21](=O)[C:22]3[C:27]([O:28][C:29]=2[CH:30]=1)=[CH:26][C:25]([O:31][Si](C)(C)C(C)(C)C)=[CH:24][CH:23]=3.F.F.F.C(N(CC)CC)C, predict the reaction product. (5) Given the reactants [F:1][C:2]1[CH:10]=[CH:9][CH:8]=[C:7]([F:11])[C:3]=1[C:4](Cl)=[O:5].[F:12][C:13]1[CH:14]=[C:15]([CH:21]=[CH:22][CH:23]=1)[CH2:16][S:17][CH2:18][CH2:19][NH2:20], predict the reaction product. The product is: [F:1][C:2]1[CH:10]=[CH:9][CH:8]=[C:7]([F:11])[C:3]=1[C:4]([NH:20][CH2:19][CH2:18][S:17][CH2:16][C:15]1[CH:21]=[CH:22][CH:23]=[C:13]([F:12])[CH:14]=1)=[O:5].